Dataset: Reaction yield outcomes from USPTO patents with 853,638 reactions. Task: Predict the reaction yield, written as a fraction of the theoretical maximum amount of product (1.0 means a 100% yield; for example, 0.34 means a 34% yield). (1) The reactants are [CH3:1][N:2]1[C:6]2=[CH:7][N:8]=[C:9]([NH2:11])[CH:10]=[C:5]2[CH:4]=[CH:3]1.Br[CH2:13][C:14]1[CH:24]=[CH:23][C:22]([O:25][CH3:26])=[CH:21][C:15]=1[C:16](OCC)=[O:17].C(N(CC)C(C)C)(C)C. The catalyst is C(O)C. The product is [CH3:26][O:25][C:22]1[CH:21]=[C:15]2[C:14]([CH2:13][N:11]([C:9]3[CH:10]=[C:5]4[CH:4]=[CH:3][N:2]([CH3:1])[C:6]4=[CH:7][N:8]=3)[C:16]2=[O:17])=[CH:24][CH:23]=1. The yield is 0.230. (2) The reactants are [Br:1][C:2]1[CH:3]=[C:4]2[C:8](=[CH:9][C:10]=1[N+:11]([O-])=O)[NH:7][CH:6]=[CH:5]2. The catalyst is C(O)C.[Ni]. The product is [Br:1][C:2]1[CH:3]=[C:4]2[C:8](=[CH:9][C:10]=1[NH2:11])[NH:7][CH:6]=[CH:5]2. The yield is 0.300. (3) The reactants are Br[C:2]1[CH:11]=[CH:10][C:9]2[C:4](=[CH:5][CH:6]=[C:7]([CH3:12])[CH:8]=2)[CH:3]=1.[CH:13]([C:15]1[CH:20]=[CH:19][CH:18]=[CH:17][C:16]=1B(O)O)=[O:14].C(=O)([O-])[O-].[Na+].[Na+]. The catalyst is C(COC)OC. The product is [CH3:12][C:7]1[CH:8]=[C:9]2[C:4](=[CH:5][CH:6]=1)[CH:3]=[C:2]([C:16]1[CH:17]=[CH:18][CH:19]=[CH:20][C:15]=1[CH:13]=[O:14])[CH:11]=[CH:10]2. The yield is 0.910.